From a dataset of Full USPTO retrosynthesis dataset with 1.9M reactions from patents (1976-2016). Predict the reactants needed to synthesize the given product. (1) The reactants are: F[P-](F)(F)(F)(F)F.N1(O[P+](N(C)C)(N(C)C)N(C)C)C2C=CC=CC=2N=N1.C[O:29][C:30](=[O:60])[CH2:31][C@H:32]([NH2:59])[C:33]([N:35]([CH2:54][CH2:55][CH2:56][CH2:57][CH3:58])[CH2:36][C:37]1[CH:42]=[CH:41][C:40]([C:43]2[CH:48]=[CH:47][CH:46]=[CH:45][C:44]=2[C:49]2[NH:53][N:52]=[N:51][N:50]=2)=[CH:39][CH:38]=1)=[O:34].C([S:64][CH2:65][CH:66]([CH2:70][CH:71]([CH3:73])[CH3:72])[C:67](O)=[O:68])(=O)C.CCN(C(C)C)C(C)C. Given the product [SH:64][CH2:65][CH:66]([CH2:70][CH:71]([CH3:73])[CH3:72])[C:67]([NH:59][C@H:32]([C:33]([N:35]([CH2:54][CH2:55][CH2:56][CH2:57][CH3:58])[CH2:36][C:37]1[CH:38]=[CH:39][C:40]([C:43]2[CH:48]=[CH:47][CH:46]=[CH:45][C:44]=2[C:49]2[NH:53][N:52]=[N:51][N:50]=2)=[CH:41][CH:42]=1)=[O:34])[CH2:31][C:30]([OH:29])=[O:60])=[O:68], predict the reactants needed to synthesize it. (2) Given the product [CH3:1][N:2]1[C:6]([N+:7]([O-:9])=[O:8])=[CH:5][C:4]([C:10]2[O:11][CH:15]=[N:13][N:12]=2)=[N:3]1, predict the reactants needed to synthesize it. The reactants are: [CH3:1][N:2]1[C:6]([N+:7]([O-:9])=[O:8])=[CH:5][C:4]([C:10]([NH:12][NH2:13])=[O:11])=[N:3]1.F[C:15](F)(F)C(O)=O.C(OC(OCC)OCC)C.